This data is from Forward reaction prediction with 1.9M reactions from USPTO patents (1976-2016). The task is: Predict the product of the given reaction. (1) Given the reactants Br[C:2]1[CH:3]=[C:4]2[C:9](=[CH:10][CH:11]=1)[N:8]1[CH:12]=[CH:13][N:14]=[C:7]1[C:6]([NH:15][CH2:16][CH2:17][CH2:18][OH:19])=[N:5]2.[F:20][C:21]([F:32])([F:31])[C:22]1[CH:27]=[CH:26][CH:25]=[CH:24][C:23]=1B(O)O.C(=O)([O-])[O-].[K+].[K+], predict the reaction product. The product is: [F:20][C:21]([F:32])([F:31])[C:22]1[CH:27]=[CH:26][CH:25]=[CH:24][C:23]=1[C:2]1[CH:3]=[C:4]2[C:9](=[CH:10][CH:11]=1)[N:8]1[CH:12]=[CH:13][N:14]=[C:7]1[C:6]([NH:15][CH2:16][CH2:17][CH2:18][OH:19])=[N:5]2. (2) The product is: [C:28]([NH:32][S:33]([C:36]1[S:37][C:38]([C:2]2[CH:7]=[C:6]([C:8]3[CH:13]=[C:12]([C:14]([F:17])([F:16])[F:15])[CH:11]=[C:10]([C:18]4[CH:23]=[CH:22][C:21]([C:24]([F:27])([F:26])[F:25])=[CH:20][CH:19]=4)[N:9]=3)[CH:5]=[CH:4][N:3]=2)=[CH:39][CH:40]=1)(=[O:34])=[O:35])([CH3:31])([CH3:29])[CH3:30]. Given the reactants I[C:2]1[CH:7]=[C:6]([C:8]2[CH:13]=[C:12]([C:14]([F:17])([F:16])[F:15])[CH:11]=[C:10]([C:18]3[CH:23]=[CH:22][C:21]([C:24]([F:27])([F:26])[F:25])=[CH:20][CH:19]=3)[N:9]=2)[CH:5]=[CH:4][N:3]=1.[C:28]([NH:32][S:33]([C:36]1[S:37][C:38](B2OC(C)(C)C(C)(C)O2)=[CH:39][CH:40]=1)(=[O:35])=[O:34])([CH3:31])([CH3:30])[CH3:29], predict the reaction product.